Dataset: Forward reaction prediction with 1.9M reactions from USPTO patents (1976-2016). Task: Predict the product of the given reaction. (1) Given the reactants Cl[C:2]1[C:11]2[C:6](=[CH:7][CH:8]=[CH:9][CH:10]=2)[C:5]([CH2:12][C:13]2[CH:18]=[CH:17][N:16]=[CH:15][CH:14]=2)=[N:4][N:3]=1.[NH2:19][C:20]1[CH:25]=[CH:24][C:23]([C:26]([F:29])([F:28])[F:27])=[CH:22][CH:21]=1.C([O-])(=O)C.C(=O)([O-])[O-].[K+].[K+], predict the reaction product. The product is: [F:27][C:26]([F:28])([F:29])[C:23]1[CH:24]=[CH:25][C:20]([NH:19][C:2]2[C:11]3[C:6](=[CH:7][CH:8]=[CH:9][CH:10]=3)[C:5]([CH2:12][C:13]3[CH:18]=[CH:17][N:16]=[CH:15][CH:14]=3)=[N:4][N:3]=2)=[CH:21][CH:22]=1. (2) Given the reactants [CH3:1][C:2]1[CH:3]=[C:4]([OH:23])[CH:5]=[C:6]([CH3:22])[C:7]=1[CH2:8][C:9]1[CH:14]=[CH:13][C:12]([O:15][CH2:16][O:17][CH3:18])=[C:11]([CH:19]([CH3:21])[CH3:20])[CH:10]=1.[I-:24].[K+].II, predict the reaction product. The product is: [CH3:1][C:2]1[C:3]([I:24])=[C:4]([OH:23])[CH:5]=[C:6]([CH3:22])[C:7]=1[CH2:8][C:9]1[CH:14]=[CH:13][C:12]([O:15][CH2:16][O:17][CH3:18])=[C:11]([CH:19]([CH3:20])[CH3:21])[CH:10]=1. (3) Given the reactants [O:1]1CCO[CH:2]1[C:6]1[CH:11]=[CH:10][C:9]([C:12]2[C:21]([C:22]3[CH:27]=[CH:26][CH:25]=[CH:24][CH:23]=3)=[C:20]([C:28]#[N:29])[C:19]3[C:14](=[CH:15][CH:16]=[N:17][C:18]=3[O:30][CH3:31])[N:13]=2)=[CH:8][CH:7]=1.CC(O)=O.Cl, predict the reaction product. The product is: [CH:2]([C:6]1[CH:7]=[CH:8][C:9]([C:12]2[C:21]([C:22]3[CH:27]=[CH:26][CH:25]=[CH:24][CH:23]=3)=[C:20]([C:28]#[N:29])[C:19]3[C:14](=[CH:15][CH:16]=[N:17][C:18]=3[O:30][CH3:31])[N:13]=2)=[CH:10][CH:11]=1)=[O:1]. (4) Given the reactants C([N:8]1[CH2:13][CH2:12][C:11](=O)[CH:10]([C:15]2[CH:20]=[CH:19][CH:18]=[CH:17][C:16]=2[CH3:21])[CH2:9]1)C1C=CC=CC=1.[NH:22]1[CH2:27][CH2:26][O:25][CH2:24][CH2:23]1.[F:28][C:29]([F:44])([F:43])[C:30]1[CH:31]=[C:32]([CH:36]=[C:37]([C:39]([F:42])([F:41])[F:40])[CH:38]=1)[C:33](Cl)=[O:34], predict the reaction product. The product is: [F:28][C:29]([F:44])([F:43])[C:30]1[CH:31]=[C:32]([C:33]([N:8]2[CH2:13][CH2:12][C@H:11]([N:22]3[CH2:27][CH2:26][O:25][CH2:24][CH2:23]3)[C@H:10]([C:15]3[CH:20]=[CH:19][CH:18]=[CH:17][C:16]=3[CH3:21])[CH2:9]2)=[O:34])[CH:36]=[C:37]([C:39]([F:42])([F:41])[F:40])[CH:38]=1. (5) Given the reactants S([O-])([O-])(=O)=O.[Mg+2].OS(O)(=O)=O.[Br:12][C:13]1[CH:14]=[CH:15][C:16]([CH3:22])=[C:17]([CH:21]=1)[C:18]([OH:20])=[O:19].[C:23](O)([CH3:26])([CH3:25])[CH3:24].C(=O)(O)[O-].[Na+], predict the reaction product. The product is: [C:23]([O:19][C:18](=[O:20])[C:17]1[CH:21]=[C:13]([Br:12])[CH:14]=[CH:15][C:16]=1[CH3:22])([CH3:26])([CH3:25])[CH3:24]. (6) Given the reactants [O:1]=[C:2]1[N:7]([CH2:8][C:9]([OH:11])=O)[N:6]=[N:5][C:4]2[CH:12]=[CH:13][CH:14]=[CH:15][C:3]1=2.[Cl:16][C:17]1[CH:22]=[CH:21][C:20]([CH2:23][C@@H:24]([NH2:26])[CH3:25])=[C:19]([O:27][CH3:28])[CH:18]=1, predict the reaction product. The product is: [Cl:16][C:17]1[CH:22]=[CH:21][C:20]([CH2:23][C@@H:24]([NH:26][C:9](=[O:11])[CH2:8][N:7]2[C:2](=[O:1])[C:3]3[CH:15]=[CH:14][CH:13]=[CH:12][C:4]=3[N:5]=[N:6]2)[CH3:25])=[C:19]([O:27][CH3:28])[CH:18]=1. (7) The product is: [F:1][C:2]1([F:18])[CH2:7][CH2:6][C@H:5]([NH:8][C:9](=[O:15])[O:10][C:11]([CH3:14])([CH3:12])[CH3:13])[C@@H:4]([CH2:16][O:17][C:28]2[CH:27]=[CH:26][C:25]([N:23]3[CH:24]=[C:20]([CH3:19])[CH:21]=[N:22]3)=[CH:30][CH:29]=2)[CH2:3]1. Given the reactants [F:1][C:2]1([F:18])[CH2:7][CH2:6][C@H:5]([NH:8][C:9](=[O:15])[O:10][C:11]([CH3:14])([CH3:13])[CH3:12])[C@@H:4]([CH2:16][OH:17])[CH2:3]1.[CH3:19][C:20]1[CH:21]=[N:22][N:23]([C:25]2[CH:30]=[CH:29][C:28](O)=[CH:27][CH:26]=2)[CH:24]=1.C1CCN(C(N=NC(N2CCCCC2)=O)=O)CC1.P(CCCC)(CCCC)CCCC, predict the reaction product.